This data is from Forward reaction prediction with 1.9M reactions from USPTO patents (1976-2016). The task is: Predict the product of the given reaction. (1) Given the reactants Cl[C:2]1[N:3]=[CH:4][CH:5]=[C:6]2[CH:10]=[CH:9][O:8][C:7]=12.[Br:11][C:12]1[CH:17]=[CH:16][C:15]([OH:18])=[CH:14][C:13]=1[CH3:19], predict the reaction product. The product is: [Br:11][C:12]1[CH:17]=[CH:16][C:15]([O:18][C:2]2[N:3]=[CH:4][CH:5]=[C:6]3[CH:10]=[CH:9][O:8][C:7]=23)=[CH:14][C:13]=1[CH3:19]. (2) Given the reactants [F:1][C:2]1[C:3]([NH:12][C:13]2[CH:18]=[CH:17][C:16]([C:19]([NH:21][CH3:22])=[O:20])=[CH:15][C:14]=2[F:23])=[C:4]([CH:8]=[CH:9][C:10]=1[F:11])[C:5]([OH:7])=O.[NH2:24][O:25][CH2:26][CH2:27][OH:28].C[N+]1(C2N=C(OC)N=C(OC)N=2)CCOCC1.[Cl-], predict the reaction product. The product is: [F:23][C:14]1[CH:15]=[C:16]([C:19]([NH:21][CH3:22])=[O:20])[CH:17]=[CH:18][C:13]=1[NH:12][C:3]1[C:2]([F:1])=[C:10]([F:11])[CH:9]=[CH:8][C:4]=1[C:5]([NH:24][O:25][CH2:26][CH2:27][OH:28])=[O:7]. (3) Given the reactants [OH:1][CH:2]1[CH2:7][CH2:6][CH:5]([C:8]([OH:10])=[O:9])[CH2:4][CH2:3]1.[H-].[Na+].Cl[C:14]1[N:19]=[CH:18][C:17]([CH2:20][CH3:21])=[CH:16][N:15]=1, predict the reaction product. The product is: [CH2:20]([C:17]1[CH:16]=[N:15][C:14]([O:1][CH:2]2[CH2:7][CH2:6][CH:5]([C:8]([OH:10])=[O:9])[CH2:4][CH2:3]2)=[N:19][CH:18]=1)[CH3:21]. (4) Given the reactants [CH3:1][C:2]1[CH:24]=[CH:23][C:5]([C:6]([N:8]2[CH2:13][CH2:12][CH:11]([C:14]3[CH:22]=[CH:21][C:17]([C:18]([OH:20])=O)=[CH:16][CH:15]=3)[CH2:10][CH2:9]2)=[O:7])=[CH:4][C:3]=1[N+:25]([O-:27])=[O:26].[CH3:28][NH:29][CH3:30].CCN(C(C)C)C(C)C.CCN=C=NCCCN(C)C, predict the reaction product. The product is: [CH3:28][N:29]([CH3:30])[C:18](=[O:20])[C:17]1[CH:21]=[CH:22][C:14]([CH:11]2[CH2:10][CH2:9][N:8]([C:6](=[O:7])[C:5]3[CH:23]=[CH:24][C:2]([CH3:1])=[C:3]([N+:25]([O-:27])=[O:26])[CH:4]=3)[CH2:13][CH2:12]2)=[CH:15][CH:16]=1. (5) Given the reactants Cl[C:2]1[C:3]2[C:8]([N:9]=[C:10]3[C:15]=1[CH:14]=[CH:13][CH:12]=[CH:11]3)=[CH:7][CH:6]=[CH:5][CH:4]=2.[NH2:16][C:17]1[CH:18]=[C:19]([OH:25])[CH:20]=[C:21]([CH2:23][OH:24])[CH:22]=1.CN1CCOCC1, predict the reaction product. The product is: [CH:4]1[C:3]2[C:8](=[N:9][C:10]3[C:15]([C:2]=2[NH:16][C:17]2[CH:18]=[C:19]([OH:25])[CH:20]=[C:21]([CH2:23][OH:24])[CH:22]=2)=[CH:14][CH:13]=[CH:12][CH:11]=3)[CH:7]=[CH:6][CH:5]=1. (6) Given the reactants C(O[C:6](=O)[N:7]([C@H:9]1[CH2:14][CH2:13][C@H:12]([CH:15]=[C:16]([Br:18])[Br:17])[CH2:11][CH2:10]1)C)(C)(C)C.C(O)(C(F)(F)F)=O, predict the reaction product. The product is: [Br:17][C:16]([Br:18])=[CH:15][C@H:12]1[CH2:13][CH2:14][C@H:9]([NH:7][CH3:6])[CH2:10][CH2:11]1.